This data is from Full USPTO retrosynthesis dataset with 1.9M reactions from patents (1976-2016). The task is: Predict the reactants needed to synthesize the given product. (1) Given the product [CH3:1][C@@H:2]1[CH2:6][CH2:5][CH2:4][N:3]1[CH2:7][CH2:8][C:9]1[CH:14]=[CH:13][C:12]([C:15]2[CH:16]=[CH:17][C:18]([CH2:21][CH2:22][C:23]([NH:27][CH2:28][CH2:29][CH2:30][C:31]([O:33][C:34]([CH3:37])([CH3:36])[CH3:35])=[O:32])=[O:24])=[CH:19][CH:20]=2)=[CH:11][CH:10]=1, predict the reactants needed to synthesize it. The reactants are: [CH3:1][C@@H:2]1[CH2:6][CH2:5][CH2:4][N:3]1[CH2:7][CH2:8][C:9]1[CH:14]=[CH:13][C:12]([C:15]2[CH:20]=[CH:19][C:18]([CH2:21][CH2:22][C:23](O)=[O:24])=[CH:17][CH:16]=2)=[CH:11][CH:10]=1.Cl.[NH2:27][CH2:28][CH2:29][CH2:30][C:31]([O:33][C:34]([CH3:37])([CH3:36])[CH3:35])=[O:32].CN(C(ON1N=NC2C=CC=NC1=2)=[N+](C)C)C.F[P-](F)(F)(F)(F)F.Cl. (2) The reactants are: C(=O)([O-])[O-].[K+].[K+].Cl[C:8]1[CH:13]=[CH:12][CH:11]=[C:10]([C:14]([F:17])([F:16])[F:15])[N:9]=1.[O:18]=[S:19]1(=[O:38])[CH2:24][CH2:23][N:22]2[CH:25]3[CH2:30][CH2:29][C:28]([C:31]4[CH:36]=[CH:35][C:34]([OH:37])=[CH:33][CH:32]=4)([C:21]2=[N:20]1)[CH2:27][CH2:26]3.ClC1C=CC(C(F)(F)F)=CN=1. Given the product [F:15][C:14]([F:17])([F:16])[C:10]1[N:9]=[C:8]([O:37][C:34]2[CH:35]=[CH:36][C:31]([C:28]34[CH2:29][CH2:30][CH:25]([N:22]5[CH2:23][CH2:24][S:19](=[O:38])(=[O:18])[N:20]=[C:21]53)[CH2:26][CH2:27]4)=[CH:32][CH:33]=2)[CH:13]=[CH:12][CH:11]=1, predict the reactants needed to synthesize it. (3) Given the product [ClH:21].[NH:28]1[CH2:29][CH2:30][CH:25]([S:22]([N:14]2[CH2:13][CH2:12][CH:11]([O:10][C:9]3[CH:17]=[CH:18][C:6]([O:5][C:4]([F:3])([F:19])[F:20])=[CH:7][CH:8]=3)[CH2:16][CH2:15]2)(=[O:24])=[O:23])[CH2:26][CH2:27]1, predict the reactants needed to synthesize it. The reactants are: N#N.[F:3][C:4]([F:20])([F:19])[O:5][C:6]1[CH:18]=[CH:17][C:9]([O:10][CH:11]2[CH2:16][CH2:15][NH:14][CH2:13][CH2:12]2)=[CH:8][CH:7]=1.[Cl:21][S:22]([CH:25]1[CH2:30][CH2:29][N:28](C(OC(C)(C)C)=O)[CH2:27][CH2:26]1)(=[O:24])=[O:23]. (4) Given the product [C:22]1(/[CH:28]=[CH:29]/[C:30]2[CH:35]=[CH:34][C:33]([OH:36])=[CH:32][CH:31]=2)[CH:23]=[C:24]([OH:26])[CH:25]=[C:20]([OH:19])[CH:21]=1, predict the reactants needed to synthesize it. The reactants are: [Cl-].[Al+3].[Cl-].[Cl-].C(N(CCCC)CCCC)CCC.C[O:19][C:20]1[CH:21]=[C:22](/[CH:28]=[CH:29]/[C:30]2[CH:35]=[CH:34][C:33]([O:36]C)=[CH:32][CH:31]=2)[CH:23]=[C:24]([O:26]C)[CH:25]=1. (5) Given the product [C:31]([O:30][C:28]([N:24]1[CH2:25][CH2:26][CH2:27][C@@H:22]([NH:21][C:7]2[N:8]=[C:9]([C:11]3[N:15]4[CH:16]=[C:17]([F:20])[CH:18]=[CH:19][C:14]4=[N:13][CH:12]=3)[N:10]=[C:5]([C:3]([OH:36])=[O:1])[CH:6]=2)[CH2:23]1)=[O:29])([CH3:33])([CH3:34])[CH3:32], predict the reactants needed to synthesize it. The reactants are: [OH-:1].[Na+].[C:3]([C:5]1[N:10]=[C:9]([C:11]2[N:15]3[CH:16]=[C:17]([F:20])[CH:18]=[CH:19][C:14]3=[N:13][CH:12]=2)[N:8]=[C:7]([NH:21][C@@H:22]2[CH2:27][CH2:26][CH2:25][N:24]([C:28]([O:30][C:31]([CH3:34])([CH3:33])[CH3:32])=[O:29])[CH2:23]2)[CH:6]=1)#N.C[OH:36]. (6) Given the product [CH:20]1([NH:23][C:2]2[N:7]3[N:8]=[CH:9][CH:10]=[C:6]3[N:5]=[C:4]([CH2:11][C:12]3[CH:13]=[C:14]([CH:17]=[CH:18][CH:19]=3)[C:15]#[N:16])[CH:3]=2)[CH2:22][CH2:21]1, predict the reactants needed to synthesize it. The reactants are: Cl[C:2]1[N:7]2[N:8]=[CH:9][CH:10]=[C:6]2[N:5]=[C:4]([CH2:11][C:12]2[CH:13]=[C:14]([CH:17]=[CH:18][CH:19]=2)[C:15]#[N:16])[CH:3]=1.[CH:20]1([NH2:23])[CH2:22][CH2:21]1.C(N(CC)CC)C.C(#N)C. (7) Given the product [Si:1]([O:18][C:19]1[CH:27]=[C:26]2[C:22]([C:23]([CH:28]3[CH2:30][CH2:29]3)=[N:24][N:25]2[C:43]([O:42][C:39]([CH3:41])([CH3:40])[CH3:38])=[O:44])=[CH:21][CH:20]=1)([C:14]([CH3:17])([CH3:15])[CH3:16])([C:2]1[CH:3]=[CH:4][CH:5]=[CH:6][CH:7]=1)[C:8]1[CH:9]=[CH:10][CH:11]=[CH:12][CH:13]=1, predict the reactants needed to synthesize it. The reactants are: [Si:1]([O:18][C:19]1[CH:27]=[C:26]2[C:22]([C:23]([CH:28]3[CH2:30][CH2:29]3)=[N:24][NH:25]2)=[CH:21][CH:20]=1)([C:14]([CH3:17])([CH3:16])[CH3:15])([C:8]1[CH:13]=[CH:12][CH:11]=[CH:10][CH:9]=1)[C:2]1[CH:7]=[CH:6][CH:5]=[CH:4][CH:3]=1.C(N(CC)CC)C.[CH3:38][C:39]([O:42][C:43](O[C:43]([O:42][C:39]([CH3:41])([CH3:40])[CH3:38])=[O:44])=[O:44])([CH3:41])[CH3:40].